Dataset: Forward reaction prediction with 1.9M reactions from USPTO patents (1976-2016). Task: Predict the product of the given reaction. (1) The product is: [CH2:9]([N:8]([CH3:7])[CH2:17][CH2:18][CH:19]1[CH2:21][O:20]1)[C:10]1[CH:15]=[CH:14][CH:13]=[CH:12][CH:11]=1. Given the reactants C([O-])([O-])=O.[K+].[K+].[CH3:7][NH:8][CH2:9][C:10]1[CH:15]=[CH:14][CH:13]=[CH:12][CH:11]=1.Br[CH2:17][CH2:18][CH:19]1[CH2:21][O:20]1, predict the reaction product. (2) Given the reactants Br[C:2]1[CH:7]=[CH:6][C:5]([CH3:8])=[C:4]([N+:9]([O-:11])=[O:10])[CH:3]=1.[NH:12]1[CH2:17][CH2:16][O:15][CH2:14][CH2:13]1.C(=O)([O-])[O-].[Cs+].[Cs+].C(P(C(C)(C)C)C1C=CC=CC=1C1C=CC=CC=1)(C)(C)C, predict the reaction product. The product is: [CH3:8][C:5]1[CH:6]=[CH:7][C:2]([N:12]2[CH2:17][CH2:16][O:15][CH2:14][CH2:13]2)=[CH:3][C:4]=1[N+:9]([O-:11])=[O:10]. (3) Given the reactants [CH2:1]([C:3]1[C:8]([B:9]2[O:13][C:12]([CH3:15])([CH3:14])[C:11]([CH3:17])([CH3:16])[O:10]2)=[CH:7][CH:6]=[CH:5][C:4]=1[CH:18]=[C:19]1[CH2:24][CH2:23][N:22]([CH2:25][CH2:26][C:27]([O:29][CH2:30][CH3:31])=[O:28])[CH2:21][CH2:20]1)[CH3:2], predict the reaction product. The product is: [CH2:1]([C:3]1[C:8]([B:9]2[O:13][C:12]([CH3:14])([CH3:15])[C:11]([CH3:17])([CH3:16])[O:10]2)=[CH:7][CH:6]=[CH:5][C:4]=1[CH2:18][CH:19]1[CH2:20][CH2:21][N:22]([CH2:25][CH2:26][C:27]([O:29][CH2:30][CH3:31])=[O:28])[CH2:23][CH2:24]1)[CH3:2].